This data is from Full USPTO retrosynthesis dataset with 1.9M reactions from patents (1976-2016). The task is: Predict the reactants needed to synthesize the given product. (1) Given the product [CH2:1]([O:5][C:6]1[CH:29]=[C:28]([O:30][CH2:31][CH:32]([CH3:34])[CH3:33])[CH:27]=[CH:26][C:7]=1[C:8]([C:10]1[CH:11]=[CH:12][C:13]([O:21][CH2:22][CH:23]([CH3:25])[CH3:24])=[C:14]([CH2:16][CH2:17][C:18]([O-:20])=[O:19])[CH:15]=1)=[O:9])[CH:2]([CH3:4])[CH3:3].[Na+:36], predict the reactants needed to synthesize it. The reactants are: [CH2:1]([O:5][C:6]1[CH:29]=[C:28]([O:30][CH2:31][CH:32]([CH3:34])[CH3:33])[CH:27]=[CH:26][C:7]=1[C:8]([C:10]1[CH:11]=[CH:12][C:13]([O:21][CH2:22][CH:23]([CH3:25])[CH3:24])=[C:14]([CH2:16][CH2:17][C:18]([OH:20])=[O:19])[CH:15]=1)=[O:9])[CH:2]([CH3:4])[CH3:3].[OH-].[Na+:36]. (2) Given the product [CH2:4]([NH:5][C:11](=[O:12])[OH:13])[CH3:3].[CH2:2]([NH:1][C:11](=[O:12])[OH:13])[CH3:3].[NH2:1][C:2]1[CH:9]=[CH:8][CH:7]=[CH:6][C:3]=1[CH2:4][NH2:5], predict the reactants needed to synthesize it. The reactants are: [NH2:1][C:2]1[CH:9]=[CH:8][CH:7]=[CH:6][C:3]=1[CH2:4][NH2:5].Cl[C:11]([O:13]CC)=[O:12].